From a dataset of Catalyst prediction with 721,799 reactions and 888 catalyst types from USPTO. Predict which catalyst facilitates the given reaction. (1) Reactant: I[C:2]1[CH:7]=[CH:6][C:5]([O:8][CH3:9])=[CH:4][C:3]=1[OH:10].[Si:11]([C:18]#[C:19][CH2:20][O:21][Si:22]([C:25]([CH3:28])([CH3:27])[CH3:26])([CH3:24])[CH3:23])([C:14]([CH3:17])([CH3:16])[CH3:15])([CH3:13])[CH3:12].[Cl-].[Li+].C(=O)([O-])[O-].[Na+].[Na+]. Product: [Si:11]([CH:18]1[C:19](=[CH:20][O:21][Si:22]([C:25]([CH3:28])([CH3:27])[CH3:26])([CH3:23])[CH3:24])[C:2]2[CH:7]=[CH:6][C:5]([O:8][CH3:9])=[CH:4][C:3]=2[O:10]1)([C:14]([CH3:17])([CH3:16])[CH3:15])([CH3:13])[CH3:12]. The catalyst class is: 613. (2) Reactant: [Br:1][C:2]1[CH:8]=[CH:7][C:5]([NH2:6])=[CH:4][CH:3]=1.[C:9]([OH:17])(=[O:16])[C:10]([CH2:12][C:13](O)=[O:14])=[CH2:11]. The catalyst class is: 195. Product: [Br:1][C:2]1[CH:8]=[CH:7][C:5]([N:6]2[C:13](=[O:14])[CH2:12][CH:10]([C:9]([OH:17])=[O:16])[CH2:11]2)=[CH:4][CH:3]=1. (3) Reactant: [O:1]1[C:6]2[CH:7]=[CH:8][C:9]([CH2:11][NH:12][CH2:13][C:14]3[CH2:19][N:18](NC(OC(C)(C)C)=O)[CH2:17][CH2:16][CH:15]=3)=[CH:10][C:5]=2[O:4][CH2:3][CH2:2]1. Product: [O:1]1[C:6]2[CH:7]=[CH:8][C:9]([CH2:11][NH:12][CH2:13][C:14]3[CH2:19][NH:18][CH2:17][CH2:16][CH:15]=3)=[CH:10][C:5]=2[O:4][CH2:3][CH2:2]1. The catalyst class is: 67. (4) Reactant: [F:1][C:2]1[C:7]([C:8]2[NH:12][CH:11]=[C:10]([CH2:13][N:14]([CH3:22])[C:15](=[O:21])[O:16][C:17]([CH3:20])([CH3:19])[CH3:18])[C:9]=2[F:23])=[CH:6][CH:5]=[CH:4][N:3]=1.[H-].[Na+].C1OCCOCCOCCOCCOC1.[F:41][C:42]1[N:47]=[C:46]([S:48](Cl)(=[O:50])=[O:49])[CH:45]=[CH:44][CH:43]=1. Product: [F:23][C:9]1[C:10]([CH2:13][N:14]([CH3:22])[C:15](=[O:21])[O:16][C:17]([CH3:19])([CH3:20])[CH3:18])=[CH:11][N:12]([S:48]([C:46]2[CH:45]=[CH:44][CH:43]=[C:42]([F:41])[N:47]=2)(=[O:50])=[O:49])[C:8]=1[C:7]1[C:2]([F:1])=[N:3][CH:4]=[CH:5][CH:6]=1. The catalyst class is: 30. (5) Reactant: [CH3:1][C:2]1[N:3]=[C:4]([CH2:10][CH2:11][C:12]2[C:13]([C:18]3[CH:23]=[CH:22][CH:21]=[CH:20][N:19]=3)=[N:14][O:15][C:16]=2[CH3:17])[S:5][C:6]=1[C:7](O)=[O:8].C(N1C=CN=C1)([N:26]1C=CN=C1)=O.[OH-].[NH4+]. Product: [CH3:1][C:2]1[N:3]=[C:4]([CH2:10][CH2:11][C:12]2[C:13]([C:18]3[CH:23]=[CH:22][CH:21]=[CH:20][N:19]=3)=[N:14][O:15][C:16]=2[CH3:17])[S:5][C:6]=1[C:7]([NH2:26])=[O:8]. The catalyst class is: 3.